From a dataset of Experimentally validated miRNA-target interactions with 360,000+ pairs, plus equal number of negative samples. Binary Classification. Given a miRNA mature sequence and a target amino acid sequence, predict their likelihood of interaction. (1) The miRNA is rno-miR-125a-5p with sequence UCCCUGAGACCCUUUAACCUGUGA. The protein sequence of the target gene is MSRLIVKNLPNGMKEERFRQLFAAFGTLTDCSLKFTKDGKFRKFGFIGFKSEEEAQKAQKHFNKSFIDTSRITVEFCKSFGDPAKPRAWSKHAQKPSQPKQPPKDSTTPEIKKDEKKKKVAGQLEKLKEDTEFQEFLSVHQRRAQAATWANDGLDAEPSKGKSKPASDYLNFDSDSGQESEEEGAGEDLEEEASLEPKAAVQKELSDMDYLKSKMVKAGSSSSSEEEESEDEAVHCDEGSEAEEEDSSATPVLQERDSKGAGQEQGMPAGKKRPPEARAETEKPANQKEPTTCHTVKLRG.... Result: 0 (no interaction). (2) The miRNA is hsa-miR-7161-3p with sequence UAGAUCUUUGACUCUGGCAGUCUCCAGG. The protein sequence of the target gene is MQKLQISVYIYLFMLIVAGPVDLNENSEQKENVEKEGLCNACLWRENTTSSRLEAIKIQILSKLRLETAPNISKDAIRQLLPKAPPLLELIDQFDVQRDASSDGSLEDDDYHARTETVITMPTESDLLTQVEGKPKCCFFKFSSKIQYNKLVKAQLWIYLRPVKTPATVFVQILRLIKPMKDGTRYTGIRSLKLDMNPGTGIWQSIDVKTVLQNWLKQPESNLGIEIKALDENGHDLAVTFPEPGEDGLTPFLEVKVTDTPKRSRRDFGLDCDEHSTESRCCRYPLTVDFEAFGWDWIIA.... Result: 0 (no interaction). (3) The miRNA is hsa-miR-8059 with sequence GGGGAACUGUAGAUGAAAAGGC. The protein sequence of the target gene is MLAPGSSPGQRGRLALQWRQVSWITCWIALYAVEALPTCPFSCKCDSRSLEVDCSGLGLTTVPPDVPAATRTLLLLNNKLSALPSWAFANLSSLQRLDLSNNFLDRLPRSIFGDLTNLTELQLRNNSIRTLDRDLLRHSPLLRHLDLSINGLAQLPPGLFDGLLALRSLSLRSNRLQNLDRLTFEPLANLQLLQVGDNPWECDCNLREFKHWMEWFSYRGGRLDQLACTLPKELRGKDMRMVPMEMFNYCSQLEDENSSAGLDIPGPPCTKASPEPAKPKPGAEPEPEPSTACPQKQRHR.... Result: 0 (no interaction).